Regression. Given two drug SMILES strings and cell line genomic features, predict the synergy score measuring deviation from expected non-interaction effect. From a dataset of NCI-60 drug combinations with 297,098 pairs across 59 cell lines. (1) Drug 2: B(C(CC(C)C)NC(=O)C(CC1=CC=CC=C1)NC(=O)C2=NC=CN=C2)(O)O. Cell line: SW-620. Synergy scores: CSS=15.6, Synergy_ZIP=-2.56, Synergy_Bliss=-0.603, Synergy_Loewe=-8.48, Synergy_HSA=-1.03. Drug 1: C1CCC(C1)C(CC#N)N2C=C(C=N2)C3=C4C=CNC4=NC=N3. (2) Drug 1: CC1=C2C(C(=O)C3(C(CC4C(C3C(C(C2(C)C)(CC1OC(=O)C(C(C5=CC=CC=C5)NC(=O)OC(C)(C)C)O)O)OC(=O)C6=CC=CC=C6)(CO4)OC(=O)C)OC)C)OC. Drug 2: CC(C)CN1C=NC2=C1C3=CC=CC=C3N=C2N. Cell line: NCIH23. Synergy scores: CSS=56.2, Synergy_ZIP=6.51, Synergy_Bliss=3.61, Synergy_Loewe=-33.6, Synergy_HSA=3.07.